Dataset: Forward reaction prediction with 1.9M reactions from USPTO patents (1976-2016). Task: Predict the product of the given reaction. (1) Given the reactants [NH2:1][C:2](=O)[CH2:3][N:4]1[C:13](=[O:14])[C:12]2[C:7](=[CH:8][CH:9]=[CH:10][CH:11]=2)[C:6]([C:15]2[C:23]3[C:18](=[CH:19][CH:20]=[C:21]([Cl:24])[CH:22]=3)[N:17]([CH2:25][C:26]([OH:28])=[O:27])[C:16]=2[CH3:29])=[N:5]1.COC(OC)[N:34]([CH3:36])C.O.[NH2:40]N.C(O)(=O)C, predict the reaction product. The product is: [N:34]1[N:40]=[C:2]([CH2:3][N:4]2[C:13](=[O:14])[C:12]3[C:7](=[CH:8][CH:9]=[CH:10][CH:11]=3)[C:6]([C:15]3[C:23]4[C:18](=[CH:19][CH:20]=[C:21]([Cl:24])[CH:22]=4)[N:17]([CH2:25][C:26]([OH:28])=[O:27])[C:16]=3[CH3:29])=[N:5]2)[NH:1][CH:36]=1. (2) The product is: [C:1]12([CH2:11][S:12]([O-:15])(=[O:13])=[O:14])[C:8]([CH3:10])([CH3:9])[CH:5]([CH2:6][CH2:7]1)[CH2:4][C:2]2=[O:3].[Al+3:17].[C:1]12([CH2:11][S:12]([O-:15])(=[O:13])=[O:14])[C:8]([CH3:10])([CH3:9])[CH:5]([CH2:6][CH2:7]1)[CH2:4][C:2]2=[O:3].[C:1]12([CH2:11][S:12]([O-:15])(=[O:13])=[O:14])[C:8]([CH3:10])([CH3:9])[CH:5]([CH2:6][CH2:7]1)[CH2:4][C:2]2=[O:3]. Given the reactants [C:1]12([CH2:11][S:12]([OH:15])(=[O:14])=[O:13])[C:8]([CH3:10])([CH3:9])[CH:5]([CH2:6][CH2:7]1)[CH2:4][C:2]2=[O:3].O=[Al-:17]=O.[Na+], predict the reaction product. (3) Given the reactants Br[C:2]1[C:3]([C:24]#[N:25])=[C:4]([C:18]2[CH:23]=[CH:22][N:21]=[N:20][CH:19]=2)[S:5][C:6]=1[C:7]1[N:11]=[CH:10][N:9]([CH:12]2[CH2:17][CH2:16][CH2:15][CH2:14][O:13]2)[N:8]=1.[Br-].[CH:27]1[C:36]2[C:31](=[CH:32][CH:33]=[CH:34][CH:35]=2)[CH:30]=[CH:29][C:28]=1[CH2:37][Zn+].O1CCCC1, predict the reaction product. The product is: [CH:27]1[C:36]2[C:31](=[CH:32][CH:33]=[CH:34][CH:35]=2)[CH:30]=[CH:29][C:28]=1[CH2:37][C:2]1[C:3]([C:24]#[N:25])=[C:4]([C:18]2[CH:23]=[CH:22][N:21]=[N:20][CH:19]=2)[S:5][C:6]=1[C:7]1[N:11]=[CH:10][N:9]([CH:12]2[CH2:17][CH2:16][CH2:15][CH2:14][O:13]2)[N:8]=1. (4) Given the reactants [Cl:1][C:2]1[CH:7]=[C:6]([N+:8]([O-])=O)[CH:5]=[CH:4][C:3]=1[O:11][C:12]1[CH:17]=[CH:16][CH:15]=[C:14]([S:18]([CH2:21][C:22]([F:25])([F:24])[F:23])(=[O:20])=[O:19])[CH:13]=1.[Cl-].[Ca+2].[Cl-].C(O)C, predict the reaction product. The product is: [Cl:1][C:2]1[CH:7]=[C:6]([CH:5]=[CH:4][C:3]=1[O:11][C:12]1[CH:17]=[CH:16][CH:15]=[C:14]([S:18]([CH2:21][C:22]([F:25])([F:23])[F:24])(=[O:19])=[O:20])[CH:13]=1)[NH2:8]. (5) The product is: [N:12]1([C:8](=[O:10])[CH:7]([C:1]2[CH:2]=[CH:3][CH:4]=[CH:5][CH:6]=2)[CH3:11])[CH:16]=[CH:15][N:14]=[CH:13]1. Given the reactants [C:1]1([CH:7]([CH3:11])[C:8]([OH:10])=O)[CH:6]=[CH:5][CH:4]=[CH:3][CH:2]=1.[N:12]1(C([N:12]2[CH:16]=[CH:15][N:14]=[CH:13]2)=O)[CH:16]=[CH:15][N:14]=[CH:13]1, predict the reaction product. (6) Given the reactants [NH2:1][CH2:2][C@H:3]1[N:8]([C:9]([C:11]2[N:12]=[C:13]([CH3:23])[S:14][C:15]=2[C:16]2[CH:17]=[C:18]([CH3:22])[CH:19]=[CH:20][CH:21]=2)=[O:10])[CH2:7][C@H:6]2[C@@H:4]1[CH2:5]2.[Cl:24][C:25]1[CH:33]=[CH:32][C:28]([C:29](O)=[O:30])=[C:27]([O:34][CH3:35])[CH:26]=1, predict the reaction product. The product is: [Cl:24][C:25]1[CH:33]=[CH:32][C:28]([C:29]([NH:1][CH2:2][C@H:3]2[N:8]([C:9]([C:11]3[N:12]=[C:13]([CH3:23])[S:14][C:15]=3[C:16]3[CH:17]=[C:18]([CH3:22])[CH:19]=[CH:20][CH:21]=3)=[O:10])[CH2:7][C@H:6]3[C@@H:4]2[CH2:5]3)=[O:30])=[C:27]([O:34][CH3:35])[CH:26]=1. (7) Given the reactants Cl.[CH3:2][NH:3][CH3:4].[CH2:5]([Si:7]([CH2:22][CH3:23])([CH2:20][CH3:21])[C:8]#[C:9][CH2:10][O:11][CH2:12][CH:13]1[CH2:18][CH2:17][C:16](=O)[CH2:15][CH2:14]1)[CH3:6].[C-:24]#[N:25].[K+], predict the reaction product. The product is: [CH3:2][N:3]([CH3:4])[C:16]1([C:24]#[N:25])[CH2:17][CH2:18][CH:13]([CH2:12][O:11][CH2:10][C:9]#[C:8][Si:7]([CH2:22][CH3:23])([CH2:20][CH3:21])[CH2:5][CH3:6])[CH2:14][CH2:15]1. (8) Given the reactants [CH3:1][O:2][C:3]1[CH:32]=[C:31]([O:33][CH3:34])[CH:30]=[CH:29][C:4]=1[CH2:5][N:6]1[C:10]([C:11]2[C:19]3[C:14](=[N:15][CH:16]=[CH:17][CH:18]=3)[N:13]([CH2:20][C:21]3[CH:26]=[CH:25][CH:24]=[CH:23][C:22]=3[F:27])[N:12]=2)=[N:9][NH:8][C:7]1=[O:28].[OH-].[K+].[C:37](#[N:40])[CH:38]=[CH2:39], predict the reaction product. The product is: [CH3:1][O:2][C:3]1[CH:32]=[C:31]([O:33][CH3:34])[CH:30]=[CH:29][C:4]=1[CH2:5][N:6]1[C:7](=[O:28])[N:8]([CH2:39][CH2:38][C:37]#[N:40])[N:9]=[C:10]1[C:11]1[C:19]2[C:14](=[N:15][CH:16]=[CH:17][CH:18]=2)[N:13]([CH2:20][C:21]2[CH:26]=[CH:25][CH:24]=[CH:23][C:22]=2[F:27])[N:12]=1. (9) Given the reactants [CH3:1][NH:2][C:3]1[CH:4]=[N:5][C:6]([N:16]2[CH2:21][CH2:20][O:19][CH2:18][CH2:17]2)=[CH:7][C:8]=1[C:9]1[CH:14]=[CH:13][CH:12]=[CH:11][C:10]=1[CH3:15].C(N(C(C)C)C(C)C)C.[F:31][C:32]([F:50])([F:49])[C:33]1[CH:34]=[C:35]([C:43]([CH3:48])([CH3:47])[C:44](Cl)=[O:45])[CH:36]=[C:37]([C:39]([F:42])([F:41])[F:40])[CH:38]=1.C(=O)(O)[O-].[Na+], predict the reaction product. The product is: [F:31][C:32]([F:50])([F:49])[C:33]1[CH:34]=[C:35]([C:43]([CH3:48])([CH3:47])[C:44]([N:2]([CH3:1])[C:3]2[CH:4]=[N:5][C:6]([N:16]3[CH2:21][CH2:20][O:19][CH2:18][CH2:17]3)=[CH:7][C:8]=2[C:9]2[CH:14]=[CH:13][CH:12]=[CH:11][C:10]=2[CH3:15])=[O:45])[CH:36]=[C:37]([C:39]([F:42])([F:41])[F:40])[CH:38]=1.